The task is: Regression. Given two drug SMILES strings and cell line genomic features, predict the synergy score measuring deviation from expected non-interaction effect.. This data is from NCI-60 drug combinations with 297,098 pairs across 59 cell lines. (1) Drug 1: CC(C)NC(=O)C1=CC=C(C=C1)CNNC.Cl. Drug 2: C1C(C(OC1N2C=NC(=NC2=O)N)CO)O. Cell line: U251. Synergy scores: CSS=-21.6, Synergy_ZIP=10.0, Synergy_Bliss=-2.22, Synergy_Loewe=-35.9, Synergy_HSA=-27.2. (2) Drug 1: CC1=C(C=C(C=C1)C(=O)NC2=CC(=CC(=C2)C(F)(F)F)N3C=C(N=C3)C)NC4=NC=CC(=N4)C5=CN=CC=C5. Drug 2: CCCCCOC(=O)NC1=NC(=O)N(C=C1F)C2C(C(C(O2)C)O)O. Cell line: OVCAR-8. Synergy scores: CSS=0.977, Synergy_ZIP=5.71, Synergy_Bliss=1.80, Synergy_Loewe=-0.0571, Synergy_HSA=-0.0514. (3) Drug 1: C1=CC(=C2C(=C1NCCNCCO)C(=O)C3=C(C=CC(=C3C2=O)O)O)NCCNCCO. Drug 2: CC(C)NC(=O)C1=CC=C(C=C1)CNNC.Cl. Cell line: HOP-92. Synergy scores: CSS=44.6, Synergy_ZIP=4.48, Synergy_Bliss=4.09, Synergy_Loewe=-28.0, Synergy_HSA=5.55. (4) Drug 1: CCCS(=O)(=O)NC1=C(C(=C(C=C1)F)C(=O)C2=CNC3=C2C=C(C=N3)C4=CC=C(C=C4)Cl)F. Drug 2: CC(C1=C(C=CC(=C1Cl)F)Cl)OC2=C(N=CC(=C2)C3=CN(N=C3)C4CCNCC4)N. Cell line: OVCAR3. Synergy scores: CSS=-1.01, Synergy_ZIP=1.46, Synergy_Bliss=3.26, Synergy_Loewe=0.0717, Synergy_HSA=-0.256. (5) Drug 1: C1C(C(OC1N2C=NC3=C(N=C(N=C32)Cl)N)CO)O. Drug 2: CN1C(=O)N2C=NC(=C2N=N1)C(=O)N. Cell line: NCI-H460. Synergy scores: CSS=5.75, Synergy_ZIP=-1.88, Synergy_Bliss=2.50, Synergy_Loewe=-16.6, Synergy_HSA=0.943. (6) Drug 1: C1=CC(=CC=C1C#N)C(C2=CC=C(C=C2)C#N)N3C=NC=N3. Drug 2: C1CN1P(=S)(N2CC2)N3CC3. Cell line: NCI-H460. Synergy scores: CSS=28.1, Synergy_ZIP=-0.270, Synergy_Bliss=-1.47, Synergy_Loewe=-2.50, Synergy_HSA=-4.12. (7) Drug 1: CC1=CC=C(C=C1)C2=CC(=NN2C3=CC=C(C=C3)S(=O)(=O)N)C(F)(F)F. Drug 2: CC1=C(C=C(C=C1)NC(=O)C2=CC=C(C=C2)CN3CCN(CC3)C)NC4=NC=CC(=N4)C5=CN=CC=C5. Cell line: PC-3. Synergy scores: CSS=-0.899, Synergy_ZIP=0.877, Synergy_Bliss=-0.114, Synergy_Loewe=-0.578, Synergy_HSA=-1.71. (8) Drug 1: CC(C1=C(C=CC(=C1Cl)F)Cl)OC2=C(N=CC(=C2)C3=CN(N=C3)C4CCNCC4)N. Drug 2: CC12CCC(CC1=CCC3C2CCC4(C3CC=C4C5=CN=CC=C5)C)O. Cell line: U251. Synergy scores: CSS=19.5, Synergy_ZIP=1.08, Synergy_Bliss=10.3, Synergy_Loewe=10.6, Synergy_HSA=10.4. (9) Drug 1: CNC(=O)C1=CC=CC=C1SC2=CC3=C(C=C2)C(=NN3)C=CC4=CC=CC=N4. Drug 2: CC1C(C(=O)NC(C(=O)N2CCCC2C(=O)N(CC(=O)N(C(C(=O)O1)C(C)C)C)C)C(C)C)NC(=O)C3=C4C(=C(C=C3)C)OC5=C(C(=O)C(=C(C5=N4)C(=O)NC6C(OC(=O)C(N(C(=O)CN(C(=O)C7CCCN7C(=O)C(NC6=O)C(C)C)C)C)C(C)C)C)N)C. Cell line: UACC62. Synergy scores: CSS=37.9, Synergy_ZIP=10.4, Synergy_Bliss=17.3, Synergy_Loewe=17.7, Synergy_HSA=17.1. (10) Drug 1: CC(CN1CC(=O)NC(=O)C1)N2CC(=O)NC(=O)C2. Drug 2: CC1CCC2CC(C(=CC=CC=CC(CC(C(=O)C(C(C(=CC(C(=O)CC(OC(=O)C3CCCCN3C(=O)C(=O)C1(O2)O)C(C)CC4CCC(C(C4)OC)O)C)C)O)OC)C)C)C)OC. Cell line: BT-549. Synergy scores: CSS=19.6, Synergy_ZIP=-11.5, Synergy_Bliss=-11.0, Synergy_Loewe=-12.5, Synergy_HSA=-6.96.